The task is: Regression. Given a peptide amino acid sequence and an MHC pseudo amino acid sequence, predict their binding affinity value. This is MHC class II binding data.. This data is from Peptide-MHC class II binding affinity with 134,281 pairs from IEDB. (1) The peptide sequence is MITEMLRKDYIKRQG. The MHC is DRB1_0101 with pseudo-sequence DRB1_0101. The binding affinity (normalized) is 0.105. (2) The peptide sequence is QPSKGWNDWENVPFC. The MHC is DRB1_0901 with pseudo-sequence DRB1_0901. The binding affinity (normalized) is 0.379. (3) The MHC is HLA-DQA10601-DQB10402 with pseudo-sequence HLA-DQA10601-DQB10402. The binding affinity (normalized) is 0.623. The peptide sequence is RAYRNALSMMPEAMT. (4) The peptide sequence is NNHEENGQSAFETVTEASFP. The MHC is DRB1_1101 with pseudo-sequence DRB1_1101. The binding affinity (normalized) is 0. (5) The peptide sequence is LLVTFKNAHAKKPEV. The MHC is DRB1_0401 with pseudo-sequence DRB1_0401. The binding affinity (normalized) is 1.00. (6) The peptide sequence is PEFQSIVQTLNAMPE. The MHC is HLA-DPA10103-DPB10401 with pseudo-sequence HLA-DPA10103-DPB10401. The binding affinity (normalized) is 0.604.